This data is from Full USPTO retrosynthesis dataset with 1.9M reactions from patents (1976-2016). The task is: Predict the reactants needed to synthesize the given product. (1) The reactants are: [NH2:1][C:2]1[N:7]=[CH:6][N:5]=[C:4]2[N:8]([C@@H:12]3[CH2:16][CH2:15][N:14]([C:17]([O:19][C:20]([CH3:23])([CH3:22])[CH3:21])=[O:18])[CH2:13]3)[N:9]=[C:10](I)[C:3]=12.[F:24][C:25]1[CH:26]=[C:27]([C:40]([C:42]2[CH:47]=[CH:46][CH:45]=[C:44]([F:48])[CH:43]=2)=[O:41])[CH:28]=[CH:29][C:30]=1B1OC(C)(C)C(C)(C)O1.C(=O)([O-])[O-].[Na+].[Na+]. Given the product [NH2:1][C:2]1[N:7]=[CH:6][N:5]=[C:4]2[N:8]([C@@H:12]3[CH2:16][CH2:15][N:14]([C:17]([O:19][C:20]([CH3:23])([CH3:22])[CH3:21])=[O:18])[CH2:13]3)[N:9]=[C:10]([C:30]3[CH:29]=[CH:28][C:27]([C:40](=[O:41])[C:42]4[CH:47]=[CH:46][CH:45]=[C:44]([F:48])[CH:43]=4)=[CH:26][C:25]=3[F:24])[C:3]=12, predict the reactants needed to synthesize it. (2) Given the product [F:1][C:2]1[CH:3]=[CH:4][C:5]([C:8]2[CH:29]=[CH:28][C:11]3[N:12]=[C:13]([C:18]4[CH:27]=[CH:26][CH:25]=[C:20]([C:21]5[O:22][C:31]([CH3:32])=[N:24][N:23]=5)[CH:19]=4)[CH2:14][C:15](=[O:17])[NH:16][C:10]=3[CH:9]=2)=[CH:6][CH:7]=1, predict the reactants needed to synthesize it. The reactants are: [F:1][C:2]1[CH:7]=[CH:6][C:5]([C:8]2[CH:29]=[CH:28][C:11]3[N:12]=[C:13]([C:18]4[CH:19]=[C:20]([CH:25]=[CH:26][CH:27]=4)[C:21]([NH:23][NH2:24])=[O:22])[CH2:14][C:15](=[O:17])[NH:16][C:10]=3[CH:9]=2)=[CH:4][CH:3]=1.Cl.[C:31](=N)(OCC)[CH3:32]. (3) Given the product [C:1]([O:5][C:6](=[O:51])[N:7]([C@H:9]([C:11](=[O:50])[NH:12][C@@H:13]1[C:19](=[O:20])[N:18]([CH2:21][C:22]2[C:31]3[C:26](=[CH:27][C:28]([Br:32])=[CH:29][CH:30]=3)[CH:25]=[CH:24][C:23]=2[O:33][CH3:34])[C:17]2[CH:35]=[CH:36][CH:37]=[CH:38][C:16]=2[N:15]([C:39](=[O:49])[C:40]2[CH:45]=[CH:44][C:43]([CH:46]([OH:48])[CH3:47])=[CH:42][CH:41]=2)[CH2:14]1)[CH3:10])[CH3:8])([CH3:3])([CH3:4])[CH3:2], predict the reactants needed to synthesize it. The reactants are: [C:1]([O:5][C:6](=[O:51])[N:7]([C@H:9]([C:11](=[O:50])[NH:12][C@@H:13]1[C:19](=[O:20])[N:18]([CH2:21][C:22]2[C:31]3[C:26](=[CH:27][C:28]([Br:32])=[CH:29][CH:30]=3)[CH:25]=[CH:24][C:23]=2[O:33][CH3:34])[C:17]2[CH:35]=[CH:36][CH:37]=[CH:38][C:16]=2[N:15]([C:39](=[O:49])[C:40]2[CH:45]=[CH:44][C:43]([C:46](=[O:48])[CH3:47])=[CH:42][CH:41]=2)[CH2:14]1)[CH3:10])[CH3:8])([CH3:4])([CH3:3])[CH3:2].[BH4-].[Na+].O. (4) Given the product [CH:18]([N:15]1[C:16]2[CH:17]=[C:9]3[N:8]=[C:7]([C:3]4[C:2]([NH:1][C:28]([CH:25]5[CH2:27][CH2:26]5)=[O:29])=[CH:6][NH:5][N:4]=4)[NH:24][C:10]3=[CH:11][C:12]=2[C:13]([CH3:22])([CH3:23])[C:14]1=[O:21])([CH3:19])[CH3:20], predict the reactants needed to synthesize it. The reactants are: [NH2:1][C:2]1[C:3]([C:7]2[NH:24][C:10]3=[CH:11][C:12]4[C:13]([CH3:23])([CH3:22])[C:14](=[O:21])[N:15]([CH:18]([CH3:20])[CH3:19])[C:16]=4[CH:17]=[C:9]3[N:8]=2)=[N:4][NH:5][CH:6]=1.[CH:25]1([C:28](Cl)=[O:29])[CH2:27][CH2:26]1. (5) Given the product [ClH:36].[CH:1]1([C:4]2[CH:8]=[C:7]([CH:9]3[CH2:11][CH2:10]3)[N:6]([C:12]3[CH:13]=[CH:14][C:15]([NH:18][C:19](=[O:26])[C:20]4[CH:25]=[CH:24][N:23]=[CH:22][CH:21]=4)=[CH:16][CH:17]=3)[N:5]=2)[CH2:2][CH2:3]1, predict the reactants needed to synthesize it. The reactants are: [CH:1]1([C:4]2[CH:8]=[C:7]([CH:9]3[CH2:11][CH2:10]3)[N:6]([C:12]3[CH:17]=[CH:16][C:15]([NH:18][C:19](=[O:26])[C:20]4[CH:25]=[CH:24][N:23]=[CH:22][CH:21]=4)=[CH:14][CH:13]=3)[N:5]=2)[CH2:3][CH2:2]1.C(O)(=O)C1C=CN=CC=1.[ClH:36]. (6) Given the product [N:22]1[CH:27]=[CH:26][N:25]=[CH:24][C:23]=1[C:28]1[N:30]=[C:11]([OH:13])[C:10]([C:3]2[C:4]([F:9])=[CH:5][C:6]([F:8])=[CH:7][C:2]=2[F:1])=[C:16]([OH:18])[N:29]=1, predict the reactants needed to synthesize it. The reactants are: [F:1][C:2]1[CH:7]=[C:6]([F:8])[CH:5]=[C:4]([F:9])[C:3]=1[CH:10]([C:16]([O:18]CC)=O)[C:11]([O:13]CC)=O.Cl.[N:22]1[CH:27]=[CH:26][N:25]=[CH:24][C:23]=1[C:28]([NH2:30])=[NH:29].C(N(CCCC)CCCC)CCC.Cl.